This data is from NCI-60 drug combinations with 297,098 pairs across 59 cell lines. The task is: Regression. Given two drug SMILES strings and cell line genomic features, predict the synergy score measuring deviation from expected non-interaction effect. (1) Drug 1: C1=CC(=CC=C1CCCC(=O)O)N(CCCl)CCCl. Drug 2: CCC1(CC2CC(C3=C(CCN(C2)C1)C4=CC=CC=C4N3)(C5=C(C=C6C(=C5)C78CCN9C7C(C=CC9)(C(C(C8N6C)(C(=O)OC)O)OC(=O)C)CC)OC)C(=O)OC)O.OS(=O)(=O)O. Cell line: TK-10. Synergy scores: CSS=16.0, Synergy_ZIP=-8.09, Synergy_Bliss=-6.70, Synergy_Loewe=-6.41, Synergy_HSA=-4.27. (2) Drug 1: C1CC(C1)(C(=O)O)C(=O)O.[NH2-].[NH2-].[Pt+2]. Drug 2: C1=CC(=C(C=C1I)F)NC2=C(C=CC(=C2F)F)C(=O)NOCC(CO)O. Cell line: NCI-H460. Synergy scores: CSS=30.8, Synergy_ZIP=-0.155, Synergy_Bliss=2.92, Synergy_Loewe=6.99, Synergy_HSA=7.41. (3) Drug 1: CCC1=C2CN3C(=CC4=C(C3=O)COC(=O)C4(CC)O)C2=NC5=C1C=C(C=C5)O. Drug 2: C1=CN(C=N1)CC(O)(P(=O)(O)O)P(=O)(O)O. Cell line: TK-10. Synergy scores: CSS=11.9, Synergy_ZIP=-4.78, Synergy_Bliss=-4.07, Synergy_Loewe=-53.3, Synergy_HSA=-2.82. (4) Drug 1: C1=CC(=CC=C1CC(C(=O)O)N)N(CCCl)CCCl.Cl. Drug 2: CC(C1=C(C=CC(=C1Cl)F)Cl)OC2=C(N=CC(=C2)C3=CN(N=C3)C4CCNCC4)N. Cell line: HOP-92. Synergy scores: CSS=6.91, Synergy_ZIP=-6.59, Synergy_Bliss=-4.47, Synergy_Loewe=-4.01, Synergy_HSA=-3.65. (5) Drug 1: C1CCN(CC1)CCOC2=CC=C(C=C2)C(=O)C3=C(SC4=C3C=CC(=C4)O)C5=CC=C(C=C5)O. Synergy scores: CSS=-8.39, Synergy_ZIP=2.71, Synergy_Bliss=1.06, Synergy_Loewe=-5.61, Synergy_HSA=-5.18. Drug 2: CS(=O)(=O)OCCCCOS(=O)(=O)C. Cell line: KM12.